The task is: Predict the reactants needed to synthesize the given product.. This data is from Full USPTO retrosynthesis dataset with 1.9M reactions from patents (1976-2016). (1) The reactants are: [CH3:1][O:2][C:3]([C:5]1([C:9]2[CH:14]=[CH:13][C:12]([NH:15][C:16]3[C:21]4[CH2:22][CH2:23][CH2:24][C:20]=4[N:19]=[C:18](Cl)[N:17]=3)=[CH:11][CH:10]=2)[CH2:8][CH2:7][CH2:6]1)=[O:4].[CH3:26][N:27]1[C:31](B2OC(C)(C)C(C)(C)O2)=[CH:30][CH:29]=[N:28]1. Given the product [CH3:1][O:2][C:3]([C:5]1([C:9]2[CH:14]=[CH:13][C:12]([NH:15][C:16]3[C:21]4[CH2:22][CH2:23][CH2:24][C:20]=4[N:19]=[C:18]([C:30]4[CH:29]=[N:28][N:27]([CH3:26])[CH:31]=4)[N:17]=3)=[CH:11][CH:10]=2)[CH2:8][CH2:7][CH2:6]1)=[O:4], predict the reactants needed to synthesize it. (2) Given the product [CH:1]1(/[CH:4]=[CH:5]\[C:6]2[C:7]3[C:31]([CH3:32])([CH3:33])[C:30](=[O:34])[NH:29][C:8]=3[N:9]=[C:10]([C:12]3[C:20]4[C:15](=[N:16][CH:17]=[CH:18][CH:19]=4)[N:14]([CH2:21][C:22]4[CH:27]=[CH:26][CH:25]=[CH:24][C:23]=4[F:28])[N:13]=3)[N:11]=2)[CH2:3][CH2:2]1, predict the reactants needed to synthesize it. The reactants are: [CH:1]1([C:4]#[C:5][C:6]2[C:7]3[C:31]([CH3:33])([CH3:32])[C:30](=[O:34])[NH:29][C:8]=3[N:9]=[C:10]([C:12]3[C:20]4[C:15](=[N:16][CH:17]=[CH:18][CH:19]=4)[N:14]([CH2:21][C:22]4[CH:27]=[CH:26][CH:25]=[CH:24][C:23]=4[F:28])[N:13]=3)[N:11]=2)[CH2:3][CH2:2]1.[H][H]. (3) Given the product [C:21]([CH2:22][CH2:23][N:9]1[CH2:8][CH2:7][CH:6]([NH2:5])[CH2:11][CH2:10]1)#[N:24], predict the reactants needed to synthesize it. The reactants are: FC(F)(F)C([NH:5][CH:6]1[CH2:11][CH2:10][NH:9][CH2:8][CH2:7]1)=O.C(N(CC)CC)C.[C:21](#[N:24])[CH:22]=[CH2:23]. (4) Given the product [C:1]([O:18][CH:16]([CH2:15][CH2:14][CH2:13][CH2:12][NH2:11])[CH3:17])(=[O:8])[C:2]1[CH:7]=[CH:6][CH:5]=[CH:4][CH:3]=1, predict the reactants needed to synthesize it. The reactants are: [C:1](OC)(=[O:8])[C:2]1[CH:7]=[CH:6][CH:5]=[CH:4][CH:3]=1.[NH2:11][CH2:12][CH2:13][CH2:14][CH2:15][CH:16]([OH:18])[CH3:17]. (5) Given the product [Br:1][C:2]1[CH:10]=[CH:9][C:5]([C:6]([Cl:15])=[O:7])=[C:4]([CH2:11][CH3:12])[CH:3]=1, predict the reactants needed to synthesize it. The reactants are: [Br:1][C:2]1[CH:10]=[CH:9][C:5]([C:6](O)=[O:7])=[C:4]([CH2:11][CH3:12])[CH:3]=1.O=S(Cl)[Cl:15]. (6) Given the product [F:11][C:9]1[CH:8]=[N:7][C:6]([NH:24][CH2:23][CH2:22][CH2:21][O:20][C:19]2[CH:18]=[CH:17][C:16]([F:15])=[CH:26][CH:25]=2)=[C:5]([CH:10]=1)[C:4]([O:3][CH2:1][CH3:2])=[O:13], predict the reactants needed to synthesize it. The reactants are: [CH2:1]([O:3][C:4](=[O:13])[C:5]1[CH:10]=[C:9]([F:11])[CH:8]=[N:7][C:6]=1Cl)[CH3:2].Cl.[F:15][C:16]1[CH:26]=[CH:25][C:19]([O:20][CH2:21][CH2:22][CH2:23][NH2:24])=[CH:18][CH:17]=1.C(N(CC)CC)C.C(O)C.